From a dataset of Aqueous solubility values for 9,982 compounds from the AqSolDB database. Regression/Classification. Given a drug SMILES string, predict its absorption, distribution, metabolism, or excretion properties. Task type varies by dataset: regression for continuous measurements (e.g., permeability, clearance, half-life) or binary classification for categorical outcomes (e.g., BBB penetration, CYP inhibition). For this dataset (solubility_aqsoldb), we predict Y. (1) The compound is CCCSP(=O)(OCC)Oc1cnn(-c2ccc(Cl)cc2)c1. The Y is -4.04 log mol/L. (2) The molecule is O.O=S(=O)([O-])[O-].[Zn+2]. The Y is 0.0703 log mol/L. (3) The molecule is CCC(=O)C(CCCCCCOc1ccc(OC)cc1Cl)C(=O)CC. The Y is -5.27 log mol/L. (4) The molecule is [Ba+2].[O-][B][O-]. The Y is -2.34 log mol/L. (5) The Y is -1.47 log mol/L. The compound is O=C(O)CN(CCCN(CC(=O)O)CC(=O)O)CC(=O)O. (6) The molecule is CCCCCCCOC(=O)c1ccc(O)cc1. The Y is -4.07 log mol/L. (7) The drug is [NH4+].[O-][Cl+3]([O-])([O-])[O-]. The Y is 0.244 log mol/L.